This data is from Full USPTO retrosynthesis dataset with 1.9M reactions from patents (1976-2016). The task is: Predict the reactants needed to synthesize the given product. (1) Given the product [N:19]1([C:17]2[CH:16]=[CH:15][N:14]=[C:13]([NH:12][C:7]3[CH:6]=[C:5]([CH:10]=[CH:9][C:8]=3[CH3:11])[C:4]([OH:24])=[O:3])[N:18]=2)[CH:23]=[CH:22][N:21]=[CH:20]1, predict the reactants needed to synthesize it. The reactants are: C([O:3][C:4](=[O:24])[C:5]1[CH:10]=[CH:9][C:8]([CH3:11])=[C:7]([NH:12][C:13]2[N:18]=[C:17]([N:19]3[CH:23]=[CH:22][N:21]=[CH:20]3)[CH:16]=[CH:15][N:14]=2)[CH:6]=1)C.C(OC(=O)C1C=CC(NC2N=C(C3C=NC=CC=3)C=CN=2)=CC=1)C. (2) Given the product [CH2:1]([O:3][C:4]([C:6]1[CH:11]=[CH:10][C:9]([C:12]2[CH:13]=[CH:14][C:15]([O:18][CH:38]3[CH2:39][N:36]([CH2:34][C:31]4[CH:32]=[CH:33][C:28]([CH:25]([CH3:27])[CH3:26])=[CH:29][CH:30]=4)[CH2:37]3)=[CH:16][CH:17]=2)=[CH:8][CH:7]=1)=[O:5])[CH3:2], predict the reactants needed to synthesize it. The reactants are: [CH2:1]([O:3][C:4]([C:6]1[CH:11]=[CH:10][C:9]([C:12]2[CH:17]=[CH:16][C:15]([OH:18])=[CH:14][CH:13]=2)=[CH:8][CH:7]=1)=[O:5])[CH3:2].CC(C)([O-])C.[K+].[CH:25]([C:28]1[CH:33]=[CH:32][C:31]([CH:34]([N:36]2[CH2:39][CH:38](OS(C)(=O)=O)[CH2:37]2)C)=[CH:30][CH:29]=1)([CH3:27])[CH3:26].